From a dataset of Reaction yield outcomes from USPTO patents with 853,638 reactions. Predict the reaction yield, written as a fraction of the theoretical maximum amount of product (1.0 means a 100% yield; for example, 0.34 means a 34% yield). (1) The reactants are [Br:1][C:2]1[C:7]([NH:8][C:9](=O)[CH2:10][O:11][CH3:12])=[CH:6][C:5]([F:14])=[CH:4][N:3]=1.B.C1COCC1. The catalyst is C1COCC1. The product is [Br:1][C:2]1[C:7]([NH:8][CH2:9][CH2:10][O:11][CH3:12])=[CH:6][C:5]([F:14])=[CH:4][N:3]=1. The yield is 0.440. (2) The reactants are [CH3:1][C:2]1([CH3:25])[CH2:7][C:6]([CH3:9])([CH3:8])[CH2:5][C:4](=[C:10]([C:18]2[CH:23]=[CH:22][C:21]([OH:24])=[CH:20][CH:19]=2)[C:11]2[CH:16]=[CH:15][C:14]([OH:17])=[CH:13][CH:12]=2)[CH2:3]1.C([O-])([O-])=O.[K+].[K+].Br[C:33]([CH3:40])([CH3:39])[C:34]([O:36][CH2:37][CH3:38])=[O:35]. The catalyst is CC(C)=O. The product is [OH:24][C:21]1[CH:20]=[CH:19][C:18]([C:10](=[C:4]2[CH2:3][C:2]([CH3:25])([CH3:1])[CH2:7][C:6]([CH3:8])([CH3:9])[CH2:5]2)[C:11]2[CH:12]=[CH:13][C:14]([O:17][C:33]([CH3:40])([CH3:39])[C:34]([O:36][CH2:37][CH3:38])=[O:35])=[CH:15][CH:16]=2)=[CH:23][CH:22]=1. The yield is 0.400. (3) The reactants are [OH:1][C@:2]([CH3:11])([CH2:9][OH:10])[C:3]([N:5]([O:7][CH3:8])[CH3:6])=[O:4].CO[C:14](OC)([CH3:16])[CH3:15].O.CC1C=CC(S(O)(=O)=O)=CC=1. No catalyst specified. The product is [CH3:8][O:7][N:5]([CH3:6])[C:3]([C@@:2]1([CH3:11])[CH2:9][O:10][C:14]([CH3:16])([CH3:15])[O:1]1)=[O:4]. The yield is 0.575. (4) The reactants are [F:1][C:2]1[CH:7]=[CH:6][C:5]([OH:8])=[CH:4][CH:3]=1.[C:9](O)([CH3:12])([CH3:11])[CH3:10].S(=O)(=O)(O)O. The catalyst is C(Cl)Cl. The product is [C:9]([C:6]1[CH:7]=[C:2]([F:1])[CH:3]=[CH:4][C:5]=1[OH:8])([CH3:12])([CH3:11])[CH3:10]. The yield is 0.420.